From a dataset of Full USPTO retrosynthesis dataset with 1.9M reactions from patents (1976-2016). Predict the reactants needed to synthesize the given product. (1) The reactants are: [C:1](=O)([O-])O.[Na+].[F:6][C:7]1[CH:8]=[C:9]([N:19]2[C:24](=[O:25])[C:23]3[CH2:26][C:27](=[O:29])[NH:28][C:22]=3[NH:21][C:20]2=[S:30])[CH:10]=[CH:11][C:12]=1[O:13][CH2:14][C:15]([F:18])([F:17])[F:16].IC. Given the product [F:6][C:7]1[CH:8]=[C:9]([N:19]2[C:24](=[O:25])[C:23]3[CH2:26][C:27](=[O:29])[NH:28][C:22]=3[N:21]=[C:20]2[S:30][CH3:1])[CH:10]=[CH:11][C:12]=1[O:13][CH2:14][C:15]([F:16])([F:17])[F:18], predict the reactants needed to synthesize it. (2) Given the product [C:15]([C:17]1[CH:22]=[CH:21][C:20]([C:2]2[CH:3]=[N:4][CH:5]=[C:6]3[C:11]=2[N:10]=[C:9]([C:12]([NH2:14])=[O:13])[CH:8]=[CH:7]3)=[CH:19][CH:18]=1)#[N:16], predict the reactants needed to synthesize it. The reactants are: Br[C:2]1[CH:3]=[N:4][CH:5]=[C:6]2[C:11]=1[N:10]=[C:9]([C:12]([NH2:14])=[O:13])[CH:8]=[CH:7]2.[C:15]([C:17]1[CH:22]=[CH:21][C:20](B(O)O)=[CH:19][CH:18]=1)#[N:16].C(=O)([O-])[O-].[Cs+].[Cs+]. (3) Given the product [Br:1][C:2]1[C:14]2[C:13]3[C:8](=[CH:9][C:10]([C:15]([O:18][CH2:34][CH2:35][OH:36])([CH3:17])[CH3:16])=[CH:11][CH:12]=3)[NH:7][C:6]=2[C:5]([C:19]([NH2:21])=[O:20])=[CH:4][CH:3]=1, predict the reactants needed to synthesize it. The reactants are: [Br:1][C:2]1[C:14]2[C:13]3[C:8](=[CH:9][C:10]([C:15]([OH:18])([CH3:17])[CH3:16])=[CH:11][CH:12]=3)[NH:7][C:6]=2[C:5]([C:19]([NH2:21])=[O:20])=[CH:4][CH:3]=1.O.C1(C)C=CC(S(O)(=O)=O)=CC=1.[CH2:34](O)[CH2:35][OH:36].C([O-])(O)=O.[Na+].